From a dataset of NCI-60 drug combinations with 297,098 pairs across 59 cell lines. Regression. Given two drug SMILES strings and cell line genomic features, predict the synergy score measuring deviation from expected non-interaction effect. Drug 1: CN(C)C1=NC(=NC(=N1)N(C)C)N(C)C. Drug 2: CC1CCC2CC(C(=CC=CC=CC(CC(C(=O)C(C(C(=CC(C(=O)CC(OC(=O)C3CCCCN3C(=O)C(=O)C1(O2)O)C(C)CC4CCC(C(C4)OC)O)C)C)O)OC)C)C)C)OC. Cell line: MOLT-4. Synergy scores: CSS=29.1, Synergy_ZIP=-1.00, Synergy_Bliss=-6.03, Synergy_Loewe=-40.8, Synergy_HSA=-9.39.